This data is from Forward reaction prediction with 1.9M reactions from USPTO patents (1976-2016). The task is: Predict the product of the given reaction. Given the reactants [CH3:1][S:2]([N:5]1[CH2:10][CH2:9][N:8]([C@@H:11]([CH2:16][NH:17][C:18](=[O:37])[C:19]2[CH:24]=[CH:23][C:22]([O:25][CH2:26][C:27]3[CH:32]=[CH:31][C:30]([C:33]([F:36])([F:35])[F:34])=[CH:29][CH:28]=3)=[CH:21][CH:20]=2)[C:12]([O:14]C)=[O:13])[CH2:7][CH2:6]1)(=[O:4])=[O:3].CS(N1CCN([C@@H](CNC(=O)C2C=CC(OCC3C=CC(F)=CC=3)=CC=2)C(O)=O)CC1)(=O)=O, predict the reaction product. The product is: [CH3:1][S:2]([N:5]1[CH2:6][CH2:7][N:8]([C@@H:11]([CH2:16][NH:17][C:18](=[O:37])[C:19]2[CH:20]=[CH:21][C:22]([O:25][CH2:26][C:27]3[CH:32]=[CH:31][C:30]([C:33]([F:34])([F:35])[F:36])=[CH:29][CH:28]=3)=[CH:23][CH:24]=2)[C:12]([OH:14])=[O:13])[CH2:9][CH2:10]1)(=[O:3])=[O:4].